Dataset: Forward reaction prediction with 1.9M reactions from USPTO patents (1976-2016). Task: Predict the product of the given reaction. The product is: [F:11][C:3]1[CH:4]=[C:5]([CH2:8][CH2:9][OH:10])[CH:6]=[CH:7][C:2]=1[NH:1][C:17](=[O:18])[O:19][C:20]([CH3:23])([CH3:22])[CH3:21]. Given the reactants [NH2:1][C:2]1[CH:7]=[CH:6][C:5]([CH2:8][CH2:9][OH:10])=[CH:4][C:3]=1[F:11].C([O-])(O)=O.[Na+].[C:17](O[C:17]([O:19][C:20]([CH3:23])([CH3:22])[CH3:21])=[O:18])([O:19][C:20]([CH3:23])([CH3:22])[CH3:21])=[O:18].O, predict the reaction product.